Dataset: Forward reaction prediction with 1.9M reactions from USPTO patents (1976-2016). Task: Predict the product of the given reaction. (1) Given the reactants [C:1]12([NH2:11])[CH2:10][CH:5]3[CH2:6][CH:7]([CH2:9][CH:3]([CH2:4]3)[CH2:2]1)[CH2:8]2.[OH:12][C:13]1[CH:20]=[CH:19][C:16]([CH:17]=O)=[C:15]([O:21][CH3:22])[CH:14]=1, predict the reaction product. The product is: [C:1]12([NH:11][CH2:17][C:16]3[CH:19]=[CH:20][C:13]([OH:12])=[CH:14][C:15]=3[O:21][CH3:22])[CH2:8][CH:7]3[CH2:6][CH:5]([CH2:4][CH:3]([CH2:9]3)[CH2:2]1)[CH2:10]2. (2) Given the reactants [CH3:1][C:2]1[C:6]2[C:7](=[O:19])[N:8]([CH2:12][CH2:13][N:14]3[CH2:18][CH2:17][CH2:16][CH2:15]3)[CH2:9][CH2:10][CH2:11][C:5]=2[NH:4][C:3]=1[CH:20]=O.[C:22]1([C:28]2[CH:29]=[C:30]3[C:34](=[CH:35][CH:36]=2)[NH:33][C:32](=[O:37])[CH2:31]3)[CH:27]=[CH:26][CH:25]=[CH:24][CH:23]=1, predict the reaction product. The product is: [CH3:1][C:2]1[C:6]2[C:7](=[O:19])[N:8]([CH2:12][CH2:13][N:14]3[CH2:15][CH2:16][CH2:17][CH2:18]3)[CH2:9][CH2:10][CH2:11][C:5]=2[NH:4][C:3]=1[CH:20]=[C:31]1[C:30]2[C:34](=[CH:35][CH:36]=[C:28]([C:22]3[CH:27]=[CH:26][CH:25]=[CH:24][CH:23]=3)[CH:29]=2)[NH:33][C:32]1=[O:37]. (3) Given the reactants C(O)(C(F)(F)F)=O.C(OC(=O)[NH:14][C:15]1[S:16][C:17]([C:20]2([OH:47])[CH2:25][CH2:24][CH:23]([N:26]3[CH2:29][CH:28]([NH:30][C:31](=[O:46])[CH2:32][NH:33][C:34](=[O:45])[C:35]4[CH:40]=[CH:39][CH:38]=[C:37]([C:41]([F:44])([F:43])[F:42])[CH:36]=4)[CH2:27]3)[CH2:22][CH2:21]2)=[CH:18][N:19]=1)(C)(C)C, predict the reaction product. The product is: [NH2:14][C:15]1[S:16][C:17]([C:20]2([OH:47])[CH2:25][CH2:24][CH:23]([N:26]3[CH2:29][CH:28]([NH:30][C:31]([CH2:32][NH:33][C:34](=[O:45])[C:35]4[CH:40]=[CH:39][CH:38]=[C:37]([C:41]([F:43])([F:44])[F:42])[CH:36]=4)=[O:46])[CH2:27]3)[CH2:22][CH2:21]2)=[CH:18][N:19]=1.